This data is from Full USPTO retrosynthesis dataset with 1.9M reactions from patents (1976-2016). The task is: Predict the reactants needed to synthesize the given product. (1) Given the product [CH:16]1([N:13]2[CH2:12][CH2:11][CH:10]([C:7]3[CH:8]=[CH:9][C:4]([N+:1]([O-:3])=[O:2])=[CH:5][CH:6]=3)[CH2:15][CH2:14]2)[CH2:20][CH2:19][CH2:18][CH2:17]1, predict the reactants needed to synthesize it. The reactants are: [N+:1]([C:4]1[CH:9]=[CH:8][C:7]([CH:10]2[CH2:15][CH2:14][NH:13][CH2:12][CH2:11]2)=[CH:6][CH:5]=1)([O-:3])=[O:2].[C:16]1(=O)[CH2:20][CH2:19][CH2:18][CH2:17]1.C(O)(=O)C.[BH3-]C#N.[Na+]. (2) Given the product [F:3][C:4]([F:13])([F:14])[C:5]1[CH:6]=[CH:7][C:8]([CH2:11][O:12][C:16]2[CH:21]=[CH:20][N+:19]([O-:22])=[CH:18][CH:17]=2)=[CH:9][CH:10]=1, predict the reactants needed to synthesize it. The reactants are: [H-].[Na+].[F:3][C:4]([F:14])([F:13])[C:5]1[CH:10]=[CH:9][C:8]([CH2:11][OH:12])=[CH:7][CH:6]=1.Cl[C:16]1[CH:21]=[CH:20][N+:19]([O-:22])=[CH:18][CH:17]=1. (3) Given the product [Br:1][C:2]1[CH:7]=[N:6][C:5]2=[N:8][N:9]([CH2:12][N:13]3[CH2:17][CH:16]([CH2:18][CH2:19][CH3:20])[CH2:15][C:14]3=[O:21])[CH:10]=[C:4]2[CH:3]=1, predict the reactants needed to synthesize it. The reactants are: [Br:1][C:2]1[CH:3]=[C:4]2[CH:10]=[N:9][NH:8][C:5]2=[N:6][CH:7]=1.O[CH2:12][N:13]1[CH2:17][CH:16]([CH2:18][CH2:19][CH3:20])[CH2:15][C:14]1=[O:21]. (4) Given the product [Cl:1][C:2]1[CH:9]=[CH:8][C:5]([CH2:6][S:7][CH2:22][CH2:17][NH:18][CH2:19][C:20]([O:13][C:11]([CH3:14])([CH3:12])[CH3:10])=[O:16])=[CH:4][CH:3]=1, predict the reactants needed to synthesize it. The reactants are: [Cl:1][C:2]1[CH:9]=[CH:8][C:5]([CH2:6][SH:7])=[CH:4][CH:3]=1.[CH3:10][C:11]([CH3:14])([O-:13])[CH3:12].[K+].[O:16]1[CH2:20][CH2:19][NH:18][C:17]1=O.[C:22](O)(C)(C)C. (5) Given the product [C:15]([N:14]1[C:11]2[CH:12]=[CH:13][C:8]([C:5]3[CH:4]=[N:3][C:2]([NH2:1])=[N:7][CH:6]=3)=[CH:9][C:10]=2[N:19]=[C:28]1[C:27]1[CH:30]=[CH:31][CH:32]=[CH:33][C:26]=1[N:23]1[CH:24]=[N:25][C:21]([CH3:20])=[N:22]1)([CH3:16])([CH3:18])[CH3:17], predict the reactants needed to synthesize it. The reactants are: [NH2:1][C:2]1[N:7]=[CH:6][C:5]([C:8]2[CH:9]=[C:10]([NH2:19])[C:11]([NH:14][C:15]([CH3:18])([CH3:17])[CH3:16])=[CH:12][CH:13]=2)=[CH:4][N:3]=1.[CH3:20][C:21]1[N:25]=[CH:24][N:23]([C:26]2[CH:33]=[CH:32][CH:31]=[CH:30][C:27]=2[CH:28]=O)[N:22]=1.OOS([O-])=O.[K+].S([O-])([O-])(=O)=S.[Na+].[Na+]. (6) Given the product [Cl:8][C:9]1[CH:10]=[C:11]([C@@H:15]([C@@H:16]2[CH2:21][CH2:20][CH2:19][NH:18][CH2:17]2)[O:29][CH2:30][CH2:31][NH:32][C:33](=[O:34])[O:35][CH3:36])[CH:12]=[CH:13][CH:14]=1.[C:1]([OH:7])([C:3]([F:6])([F:5])[F:4])=[O:2], predict the reactants needed to synthesize it. The reactants are: [C:1]([OH:7])([C:3]([F:6])([F:5])[F:4])=[O:2].[Cl:8][C:9]1[CH:10]=[C:11]([C@H:15]([O:29][CH2:30][CH2:31][NH:32][C:33]([O:35][CH3:36])=[O:34])[C@@H:16]2[CH2:21][CH2:20][CH2:19][N:18](C(OC(C)(C)C)=O)[CH2:17]2)[CH:12]=[CH:13][CH:14]=1.